Predict which catalyst facilitates the given reaction. From a dataset of Catalyst prediction with 721,799 reactions and 888 catalyst types from USPTO. (1) Reactant: [F:1][C:2]([F:37])([F:36])[C:3]1[CH:4]=[C:5]([CH:29]=[C:30]([C:32]([F:35])([F:34])[F:33])[CH:31]=1)[CH2:6][NH:7][CH2:8][C:9]1[C:10]([N:20]([CH2:25][CH:26]2[CH2:28][CH2:27]2)[CH2:21][CH:22]2[CH2:24][CH2:23]2)=[N:11][C:12]2[C:17]([CH:18]=1)=[CH:16][CH:15]=[CH:14][C:13]=2[CH3:19].C(N(C(C)C)CC)(C)C.[Cl:47][C:48]1[N:53]=[C:52](Cl)[N:51]=[CH:50][N:49]=1. Product: [F:37][C:2]([F:36])([F:1])[C:3]1[CH:4]=[C:5]([CH:29]=[C:30]([C:32]([F:35])([F:34])[F:33])[CH:31]=1)[CH2:6][N:7]([CH2:8][C:9]1[C:10]([N:20]([CH2:21][CH:22]2[CH2:23][CH2:24]2)[CH2:25][CH:26]2[CH2:28][CH2:27]2)=[N:11][C:12]2[C:17]([CH:18]=1)=[CH:16][CH:15]=[CH:14][C:13]=2[CH3:19])[C:52]1[N:53]=[C:48]([Cl:47])[N:49]=[CH:50][N:51]=1. The catalyst class is: 39. (2) Product: [Cl:40][C:26]1[C:27]([S:28][C:29]2[CH:30]=[N:31][C:32]([O:36][CH:37]([CH3:39])[CH3:38])=[C:33]([Cl:35])[CH:34]=2)=[CH:19][C:20]([F:41])=[C:21]([CH:25]=1)[C:22]([NH:5][S:2]([CH3:1])(=[O:4])=[O:3])=[O:23]. Reactant: [CH3:1][S:2]([NH2:5])(=[O:4])=[O:3].CC(C)([O-])C.[K+].CC1C=CC([C:19]2[C:20]([F:41])=[C:21]([CH:25]=[C:26]([Cl:40])[C:27]=2[S:28][C:29]2[CH:30]=[N:31][C:32]([O:36][CH:37]([CH3:39])[CH3:38])=[C:33]([Cl:35])[CH:34]=2)[C:22]([O-])=[O:23])=CC=1. The catalyst class is: 1.